This data is from NCI-60 drug combinations with 297,098 pairs across 59 cell lines. The task is: Regression. Given two drug SMILES strings and cell line genomic features, predict the synergy score measuring deviation from expected non-interaction effect. (1) Drug 1: C1=NC2=C(N1)C(=S)N=C(N2)N. Drug 2: CC12CCC3C(C1CCC2O)C(CC4=C3C=CC(=C4)O)CCCCCCCCCS(=O)CCCC(C(F)(F)F)(F)F. Cell line: OVCAR-5. Synergy scores: CSS=40.9, Synergy_ZIP=-0.0502, Synergy_Bliss=-0.433, Synergy_Loewe=-1.28, Synergy_HSA=1.07. (2) Drug 1: CC1=CC2C(CCC3(C2CCC3(C(=O)C)OC(=O)C)C)C4(C1=CC(=O)CC4)C. Drug 2: CC1=C(N=C(N=C1N)C(CC(=O)N)NCC(C(=O)N)N)C(=O)NC(C(C2=CN=CN2)OC3C(C(C(C(O3)CO)O)O)OC4C(C(C(C(O4)CO)O)OC(=O)N)O)C(=O)NC(C)C(C(C)C(=O)NC(C(C)O)C(=O)NCCC5=NC(=CS5)C6=NC(=CS6)C(=O)NCCC[S+](C)C)O. Cell line: NCI-H322M. Synergy scores: CSS=-3.40, Synergy_ZIP=0.920, Synergy_Bliss=-1.38, Synergy_Loewe=-6.45, Synergy_HSA=-4.10. (3) Drug 1: CN(C)C1=NC(=NC(=N1)N(C)C)N(C)C. Drug 2: CN1C(=O)N2C=NC(=C2N=N1)C(=O)N. Cell line: SR. Synergy scores: CSS=25.1, Synergy_ZIP=-0.451, Synergy_Bliss=-2.28, Synergy_Loewe=-0.674, Synergy_HSA=-0.311. (4) Drug 1: CC1=C(C(CCC1)(C)C)C=CC(=CC=CC(=CC(=O)O)C)C. Drug 2: C1C(C(OC1N2C=NC3=C2NC=NCC3O)CO)O. Cell line: DU-145. Synergy scores: CSS=7.80, Synergy_ZIP=-7.43, Synergy_Bliss=-8.47, Synergy_Loewe=-7.05, Synergy_HSA=-6.14. (5) Drug 1: CC(C)CN1C=NC2=C1C3=CC=CC=C3N=C2N. Drug 2: CC1C(C(CC(O1)OC2CC(CC3=C2C(=C4C(=C3O)C(=O)C5=C(C4=O)C(=CC=C5)OC)O)(C(=O)CO)O)N)O.Cl. Cell line: NCI-H522. Synergy scores: CSS=53.2, Synergy_ZIP=3.19, Synergy_Bliss=5.54, Synergy_Loewe=-12.1, Synergy_HSA=3.63.